This data is from Forward reaction prediction with 1.9M reactions from USPTO patents (1976-2016). The task is: Predict the product of the given reaction. (1) Given the reactants C(NC(C)C)(C)C.C([Li])CCC.[F:13][C:14]1[CH:19]=[CH:18][C:17]([CH:20]([N:22]2[CH2:27][CH2:26][CH2:25][CH2:24][C:23]2=[O:28])[CH3:21])=[CH:16][CH:15]=1.[CH3:29][O:30][C:31]1[CH:32]=[C:33]([CH:36]=[CH:37][C:38]=1[N:39]1[CH:43]=[C:42]([CH3:44])[N:41]=[CH:40]1)[CH:34]=[O:35].Cl, predict the reaction product. The product is: [F:13][C:14]1[CH:15]=[CH:16][C:17]([CH:20]([N:22]2[CH2:27][CH2:26][CH2:25][CH:24]([CH:34]([OH:35])[C:33]3[CH:36]=[CH:37][C:38]([N:39]4[CH:43]=[C:42]([CH3:44])[N:41]=[CH:40]4)=[C:31]([O:30][CH3:29])[CH:32]=3)[C:23]2=[O:28])[CH3:21])=[CH:18][CH:19]=1. (2) Given the reactants [Cl:1][C:2]1[CH:7]=[C:6]([Cl:8])[CH:5]=[CH:4][C:3]=1[C:9]1[C:10]([C:28]([O:30][C:31]([CH3:34])([CH3:33])[CH3:32])=[O:29])=[CH:11][N:12]([CH2:14][CH2:15][CH2:16][N:17]2C(=O)C3C=CC=CC=3C2=O)[CH:13]=1.NN.C(Cl)Cl.C(#N)C, predict the reaction product. The product is: [NH2:17][CH2:16][CH2:15][CH2:14][N:12]1[CH:13]=[C:9]([C:3]2[CH:4]=[CH:5][C:6]([Cl:8])=[CH:7][C:2]=2[Cl:1])[C:10]([C:28]([O:30][C:31]([CH3:34])([CH3:33])[CH3:32])=[O:29])=[CH:11]1. (3) Given the reactants [N+:1]([C:4]1[C:13]2[C:8](=[CH:9][CH:10]=[CH:11][CH:12]=2)[C:7]([OH:14])=[CH:6][CH:5]=1)([O-:3])=[O:2].Cl.Cl[CH2:17][CH2:18][N:19]1[CH2:24][CH2:23][O:22][CH2:21][CH2:20]1.[OH-].[Na+].C(=O)([O-])[O-].[K+].[K+], predict the reaction product. The product is: [N+:1]([C:4]1[C:13]2[C:8](=[CH:9][CH:10]=[CH:11][CH:12]=2)[C:7]([O:14][CH2:17][CH2:18][N:19]2[CH2:24][CH2:23][O:22][CH2:21][CH2:20]2)=[CH:6][CH:5]=1)([O-:3])=[O:2]. (4) Given the reactants C1([C@H](OC(=O)[NH:11][C@H:12]2[C@H:21]([O:22][CH3:23])[CH2:20][C:19]3[C:14](=[CH:15][C:16]([C:24](=[O:26])[NH2:25])=[CH:17][CH:18]=3)[C:13]2([CH2:29][CH3:30])[CH2:27][CH3:28])C)C=CC=CC=1.Cl.O1CCOCC1, predict the reaction product. The product is: [NH2:11][C@@H:12]1[C:13]([CH2:27][CH3:28])([CH2:29][CH3:30])[C:14]2[CH:15]=[C:16]([C:24]([NH2:25])=[O:26])[CH:17]=[CH:18][C:19]=2[CH2:20][C@H:21]1[O:22][CH3:23]. (5) Given the reactants [CH2:1]([O:5][CH2:6][CH2:7][O:8][C:9]1[CH:14]=[CH:13][C:12]([C:15]2[CH:20]=[CH:19][C:18]([N:21]3[CH2:25][CH2:24][CH:23]([CH2:26][C:27]([O:29][CH2:30][CH3:31])=[O:28])[CH2:22]3)=[C:17](/[CH:32]=[C:33](\[CH3:41])/[C:34]([O:36]C(C)(C)C)=[O:35])[CH:16]=2)=[CH:11][CH:10]=1)[CH2:2][CH2:3][CH3:4].Cl.C(OCC)(=O)C.O, predict the reaction product. The product is: [CH2:1]([O:5][CH2:6][CH2:7][O:8][C:9]1[CH:10]=[CH:11][C:12]([C:15]2[CH:20]=[CH:19][C:18]([N:21]3[CH2:25][CH2:24][CH:23]([CH2:26][C:27]([O:29][CH2:30][CH3:31])=[O:28])[CH2:22]3)=[C:17](/[CH:32]=[C:33](\[CH3:41])/[C:34]([OH:36])=[O:35])[CH:16]=2)=[CH:13][CH:14]=1)[CH2:2][CH2:3][CH3:4]. (6) The product is: [Cl:11][C:12]1[CH:19]=[CH:18][C:15]([CH2:16][N:6]2[C:5]3[CH:7]=[CH:8][CH:9]=[CH:10][C:4]=3[N:3]=[C:2]2[NH:25][CH2:24][C:23]2[CH:26]=[CH:27][C:28]([Cl:29])=[C:21]([Cl:20])[CH:22]=2)=[CH:14][CH:13]=1. Given the reactants Cl[C:2]1[NH:3][C:4]2[CH:10]=[CH:9][CH:8]=[CH:7][C:5]=2[N:6]=1.[Cl:11][C:12]1[CH:19]=[CH:18][C:15]([CH2:16]Cl)=[CH:14][CH:13]=1.[Cl:20][C:21]1[CH:22]=[C:23]([CH:26]=[CH:27][C:28]=1[Cl:29])[CH2:24][NH2:25], predict the reaction product. (7) Given the reactants [C:1]([O:5][C:6]([N:8]1[CH2:13][CH2:12][CH:11]([N:14]([C:18]([C:20]2[CH:21]=[N:22][C:23](Br)=[C:24]([F:26])[CH:25]=2)=[O:19])[CH:15]2[CH2:17][CH2:16]2)[CH2:10][CH2:9]1)=[O:7])([CH3:4])([CH3:3])[CH3:2].CC1(C)C(C)(C)OB([C:36]2[O:40][C:39]([Si](C(C)C)(C(C)C)C(C)C)=[N:38][CH:37]=2)O1, predict the reaction product. The product is: [C:1]([O:5][C:6]([N:8]1[CH2:13][CH2:12][CH:11]([N:14]([CH:15]2[CH2:17][CH2:16]2)[C:18]([C:20]2[CH:21]=[N:22][C:23]([C:36]3[O:40][CH:39]=[N:38][CH:37]=3)=[C:24]([F:26])[CH:25]=2)=[O:19])[CH2:10][CH2:9]1)=[O:7])([CH3:4])([CH3:3])[CH3:2]. (8) Given the reactants [C:1]([O:5][C:6]([NH:8][C@@H:9]([CH3:13])[C:10]([OH:12])=[O:11])=[O:7])([CH3:4])([CH3:3])[CH3:2].C([O-])([O-])=O.[Na+].[Na+].S(Cl)(O[CH2:24][Cl:25])(=O)=O, predict the reaction product. The product is: [C:1]([O:5][C:6]([NH:8][C@@H:9]([CH3:13])[C:10]([O:12][CH2:24][Cl:25])=[O:11])=[O:7])([CH3:4])([CH3:2])[CH3:3].